Dataset: Forward reaction prediction with 1.9M reactions from USPTO patents (1976-2016). Task: Predict the product of the given reaction. (1) The product is: [CH3:6][C:7]1[CH:8]=[C:9]2[C:10]([CH3:23])([CH3:22])[C:11]3[C:16]([C:17]2=[C:18]2[C:19]=1[CH:27]=[CH:28][CH:30]=[N:20]2)=[CH:15][CH:14]=[C:13]([CH3:21])[CH:12]=3. Given the reactants S(=O)(=O)(O)O.[CH3:6][C:7]1[CH:19]=[C:18]([NH2:20])[C:17]2[C:16]3[C:11](=[CH:12][C:13]([CH3:21])=[CH:14][CH:15]=3)[C:10]([CH3:23])([CH3:22])[C:9]=2[CH:8]=1.[As+3]=O.O[CH2:27][CH:28]([CH2:30]O)O.N, predict the reaction product. (2) Given the reactants [OH-].[Na+].[Cl:3][C:4]1[CH:9]=[C:8]([O:10][CH3:11])[CH:7]=[CH:6][C:5]=1[CH:12]1[O:16]C(C)(C)[O:14][C:13]1=[O:19], predict the reaction product. The product is: [Cl:3][C:4]1[CH:9]=[C:8]([O:10][CH3:11])[CH:7]=[CH:6][C:5]=1[CH:12]([OH:16])[C:13]([OH:19])=[O:14].